Task: Predict the product of the given reaction.. Dataset: Forward reaction prediction with 1.9M reactions from USPTO patents (1976-2016) (1) Given the reactants [OH-].[K+].[Br:3][C:4]1[C:5]([C:16]2[CH:21]=[CH:20][CH:19]=[CH:18][CH:17]=2)=[C:6]([C:11]([O:13]CC)=[O:12])[N:7]([CH3:10])[C:8]=1[CH3:9], predict the reaction product. The product is: [Br:3][C:4]1[C:5]([C:16]2[CH:21]=[CH:20][CH:19]=[CH:18][CH:17]=2)=[C:6]([C:11]([OH:13])=[O:12])[N:7]([CH3:10])[C:8]=1[CH3:9]. (2) Given the reactants [F:1][C:2]([F:40])([F:39])[C:3]1[CH:4]=[C:5]([C:13]([CH3:38])([CH3:37])[C:14]([N:16]([CH3:36])[C:17]2[CH:18]=[N:19][C:20]([N:30]3[CH2:35][CH2:34]S[CH2:32][CH2:31]3)=[CH:21][C:22]=2[C:23]2[CH:28]=[CH:27][CH:26]=[CH:25][C:24]=2[CH3:29])=[O:15])[CH:6]=[C:7]([C:9]([F:12])([F:11])[F:10])[CH:8]=1.O[O:42][S:43]([O-:45])=O.[K+].S([O-])(O)=O.[Na+].C(=O)([O-])[O-].[Na+].[Na+], predict the reaction product. The product is: [F:12][C:9]([F:10])([F:11])[C:7]1[CH:6]=[C:5]([C:13]([CH3:38])([CH3:37])[C:14]([N:16]([C:17]2[CH:18]=[N:19][C:20]([N:30]3[CH2:31][CH2:32][S:43](=[O:45])(=[O:42])[CH2:34][CH2:35]3)=[CH:21][C:22]=2[C:23]2[CH:28]=[CH:27][CH:26]=[CH:25][C:24]=2[CH3:29])[CH3:36])=[O:15])[CH:4]=[C:3]([C:2]([F:39])([F:40])[F:1])[CH:8]=1. (3) Given the reactants [N:1]1[CH:6]=[CH:5][CH:4]=[C:3]([CH:7]2[NH:10][C:9](=[O:11])[CH2:8]2)[CH:2]=1.[H-].[Na+].[Cl-].[NH4+].O1CCC[CH2:17]1, predict the reaction product. The product is: [CH3:17][N:10]1[CH:7]([C:3]2[CH:2]=[N:1][CH:6]=[CH:5][CH:4]=2)[CH2:8][C:9]1=[O:11].